Predict the reactants needed to synthesize the given product. From a dataset of Full USPTO retrosynthesis dataset with 1.9M reactions from patents (1976-2016). (1) The reactants are: Br[C:2]1[N:6]([CH3:7])[CH:5]=[N:4][C:3]=1[C:8]1[CH:13]=[C:12]([C:14]#[N:15])[CH:11]=[CH:10][N:9]=1.[Cl:16][C:17]1[CH:18]=[C:19](B(O)O)[CH:20]=[CH:21][C:22]=1[Cl:23]. Given the product [Cl:16][C:17]1[CH:18]=[C:19]([C:2]2[N:6]([CH3:7])[CH:5]=[N:4][C:3]=2[C:8]2[CH:13]=[C:12]([C:14]#[N:15])[CH:11]=[CH:10][N:9]=2)[CH:20]=[CH:21][C:22]=1[Cl:23], predict the reactants needed to synthesize it. (2) Given the product [Br:10][C:9]1[C:4]([C:3]([NH2:15])=[O:2])=[C:5]([OH:13])[C:6]([O:11][CH3:12])=[CH:7][CH:8]=1, predict the reactants needed to synthesize it. The reactants are: C[O:2][C:3](=O)[C:4]1[C:9]([Br:10])=[CH:8][CH:7]=[C:6]([O:11][CH3:12])[C:5]=1[OH:13].[NH3:15]. (3) Given the product [Si:27]([O:17][CH2:16][CH2:15][N:12]1[CH2:13][CH2:14][N:9]([C:4]2[CH:3]=[C:2]([Cl:1])[N:7]=[C:6]([CH3:8])[N:5]=2)[CH2:10][CH2:11]1)([C:23]([CH3:26])([CH3:25])[CH3:24])([CH3:29])[CH3:28], predict the reactants needed to synthesize it. The reactants are: [Cl:1][C:2]1[N:7]=[C:6]([CH3:8])[N:5]=[C:4]([N:9]2[CH2:14][CH2:13][N:12]([CH2:15][CH2:16][OH:17])[CH2:11][CH2:10]2)[CH:3]=1.N1C=CN=C1.[C:23]([Si:27](Cl)([CH3:29])[CH3:28])([CH3:26])([CH3:25])[CH3:24].O. (4) Given the product [F:1][C:2]([F:24])([C:18]1[CH:23]=[CH:22][CH:21]=[CH:20][CH:19]=1)[CH2:3][N:4]1[CH:8]=[C:7]([C:9]2[S:10][C:11]([C:15]([NH:56][CH2:57][C:58]3[CH:59]=[N:60][CH:61]=[CH:62][CH:63]=3)=[O:16])=[C:12]([CH3:14])[N:13]=2)[N:6]=[N:5]1, predict the reactants needed to synthesize it. The reactants are: [F:1][C:2]([F:24])([C:18]1[CH:23]=[CH:22][CH:21]=[CH:20][CH:19]=1)[CH2:3][N:4]1[CH:8]=[C:7]([C:9]2[S:10][C:11]([C:15](O)=[O:16])=[C:12]([CH3:14])[N:13]=2)[N:6]=[N:5]1.Cl.CN(C)CCCN=C=NCC.C(N(CC)C(C)C)(C)C.ON1C2C=CC=CC=2N=N1.[NH2:56][CH2:57][C:58]1[CH:59]=[N:60][CH:61]=[CH:62][CH:63]=1.